From a dataset of Full USPTO retrosynthesis dataset with 1.9M reactions from patents (1976-2016). Predict the reactants needed to synthesize the given product. (1) Given the product [Br:1][C:2]1[CH:3]=[C:4]([N+:12]([O-:14])=[O:13])[C:5]([O:10][CH3:11])=[C:6]([CH:9]=1)[CH:7]=[C:28]1[CH2:33][CH2:32][N:31]([C:34]([O:36][C:37]([CH3:40])([CH3:39])[CH3:38])=[O:35])[CH2:30][CH2:29]1, predict the reactants needed to synthesize it. The reactants are: [Br:1][C:2]1[CH:3]=[C:4]([N+:12]([O-:14])=[O:13])[C:5]([O:10][CH3:11])=[C:6]([CH:9]=1)[CH2:7]Br.P(OCC)(OCC)OCC.[H-].[Na+].O=[C:28]1[CH2:33][CH2:32][N:31]([C:34]([O:36][C:37]([CH3:40])([CH3:39])[CH3:38])=[O:35])[CH2:30][CH2:29]1.[Cl-].[NH4+]. (2) Given the product [F:18][C:17]([F:19])([F:20])[C:14]1[CH:13]=[CH:12][C:11]([C:10]2[S:24][C:22]([C:25]3[CH:34]=[CH:33][C:28]([C:29]([O:31][CH3:32])=[O:30])=[CH:27][CH:26]=3)=[N:23][N:9]=2)=[CH:16][CH:15]=1, predict the reactants needed to synthesize it. The reactants are: C(=N[N:9]=[C:10](Cl)[C:11]1[CH:16]=[CH:15][C:14]([C:17]([F:20])([F:19])[F:18])=[CH:13][CH:12]=1)C1C=CC=CC=1.[C:22]([C:25]1[CH:34]=[CH:33][C:28]([C:29]([O:31][CH3:32])=[O:30])=[CH:27][CH:26]=1)(=[S:24])[NH2:23]. (3) The reactants are: [N:1]([CH:4]([C:6]1[N:7]=[C:8]2[S:16][CH:15]=[CH:14][N:9]2[C:10](=[O:13])[C:11]=1Br)[CH3:5])=[N+:2]=[N-:3].[F:17][C:18]1[CH:19]=[C:20](B(O)O)[CH:21]=[C:22]([F:24])[CH:23]=1.C(=O)([O-])[O-].[Na+].[Na+].O. Given the product [N:1]([CH:4]([C:6]1[N:7]=[C:8]2[S:16][CH:15]=[CH:14][N:9]2[C:10](=[O:13])[C:11]=1[C:20]1[CH:19]=[C:18]([F:17])[CH:23]=[C:22]([F:24])[CH:21]=1)[CH3:5])=[N+:2]=[N-:3], predict the reactants needed to synthesize it. (4) Given the product [O:10]1[CH:15]=[CH:14][CH2:13][CH2:12][CH:11]1[CH:16]1[N:9]([CH2:8][CH2:7][CH2:6][N:1]2[CH:5]=[CH:4][N:3]=[CH:2]2)[C:21](=[O:20])[C:22]([OH:33])=[C:23]1[C:24]1[C:32]2[C:27](=[CH:28][CH:29]=[CH:30][CH:31]=2)[NH:26][CH:25]=1, predict the reactants needed to synthesize it. The reactants are: [N:1]1([CH2:6][CH2:7][CH2:8][NH2:9])[CH:5]=[CH:4][N:3]=[CH:2]1.[O:10]1[CH:15]=[CH:14][CH2:13][CH2:12][CH:11]1[CH:16]=O.C([O:20][C:21](=O)[C:22](=[O:33])[CH2:23][C:24]1[C:32]2[C:27](=[CH:28][CH:29]=[CH:30][CH:31]=2)[NH:26][CH:25]=1)C.